This data is from Full USPTO retrosynthesis dataset with 1.9M reactions from patents (1976-2016). The task is: Predict the reactants needed to synthesize the given product. (1) The reactants are: [O:1]1[CH2:6][CH:5]=[CH:4][C@@H:3]([OH:7])[CH2:2]1.C(=O)([O-])[O-].[Cs+].[Cs+].[Br:14][C:15]1[CH:16]=[CH:17][C:18](F)=[C:19]([CH:22]=1)[CH:20]=[O:21]. Given the product [Br:14][C:15]1[CH:16]=[CH:17][C:18]([O:7][C@@H:3]2[CH:4]=[CH:5][CH2:6][O:1][CH2:2]2)=[C:19]([CH:22]=1)[CH:20]=[O:21], predict the reactants needed to synthesize it. (2) Given the product [Cl:26][C:27]1[C:28]2[CH:38]=[CH:37][C:36]([F:39])=[CH:35][C:29]=2[S:30][C:31]=1[C:32]([NH:1][C:2]1[CH:3]=[CH:4][C:5]([NH:8][C:9]2[C:13]([C:14]([NH2:16])=[O:15])=[C:12]([NH:17][CH2:18][C:19]3[CH:24]=[CH:23][C:22]([OH:25])=[CH:21][CH:20]=3)[NH:11][N:10]=2)=[CH:6][CH:7]=1)=[O:33], predict the reactants needed to synthesize it. The reactants are: [NH2:1][C:2]1[CH:7]=[CH:6][C:5]([NH:8][C:9]2[C:13]([C:14]([NH2:16])=[O:15])=[C:12]([NH:17][CH2:18][C:19]3[CH:24]=[CH:23][C:22]([OH:25])=[CH:21][CH:20]=3)[NH:11][N:10]=2)=[CH:4][CH:3]=1.[Cl:26][C:27]1[C:28]2[CH:38]=[CH:37][C:36]([F:39])=[CH:35][C:29]=2[S:30][C:31]=1[C:32](Cl)=[O:33]. (3) The reactants are: Cl.[CH:2]1([C:5](=[NH:7])[NH2:6])[CH2:4][CH2:3]1.Br[C:9]1[C:10](=O)[CH2:11][CH2:12][C:13]=1[O:14]C.C(=O)([O-])[O-].[K+].[K+]. Given the product [CH:2]1([C:5]2[NH:6][C:10]3[CH2:11][CH2:12][C:13](=[O:14])[C:9]=3[N:7]=2)[CH2:4][CH2:3]1, predict the reactants needed to synthesize it. (4) Given the product [Si:41]([O:26][C:20]1[CH:19]=[C:18]2[C:23]([C:14]([N:11]3[CH2:10][CH2:9][N:8]([C:6]([NH:60][C:57]4[CH:58]=[CH:59][C:54]([N+:51]([O-:53])=[O:52])=[CH:55][CH:56]=4)=[O:5])[CH2:13][CH2:12]3)=[N:15][CH:16]=[N:17]2)=[CH:22][C:21]=1[O:24][CH3:25])([C:44]([CH3:47])([CH3:46])[CH3:45])([CH3:43])[CH3:42], predict the reactants needed to synthesize it. The reactants are: C([O:5][C:6]([N:8]1[CH2:13][CH2:12][N:11]([C:14]2[C:23]3[C:18](=[CH:19][C:20]([O:26]CC4C=CC=CC=4)=[C:21]([O:24][CH3:25])[CH:22]=3)[N:17]=[CH:16][N:15]=2)[CH2:10][CH2:9]1)=O)(C)(C)C.[H][H].N1C=CN=C1.[Si:41](Cl)([C:44]([CH3:47])([CH3:46])[CH3:45])([CH3:43])[CH3:42].[Cl-].[Na+].[N+:51]([C:54]1[CH:59]=[CH:58][C:57]([N:60]=C=O)=[CH:56][CH:55]=1)([O-:53])=[O:52]. (5) Given the product [CH3:12][O:13][C:14](=[O:24])[C:15]1[CH:20]=[CH:19][C:18]([O:21][CH3:22])=[C:17]([NH:23][C:25](=[N:32][Cl:39])[C:26]2[CH:31]=[CH:30][CH:29]=[CH:28][CH:27]=2)[CH:16]=1, predict the reactants needed to synthesize it. The reactants are: C1(C)C=CC(S(O)(=O)=O)=CC=1.[CH3:12][O:13][C:14](=[O:24])[C:15]1[CH:20]=[CH:19][C:18]([O:21][CH3:22])=[C:17]([NH2:23])[CH:16]=1.[C:25](#[N:32])[C:26]1[CH:31]=[CH:30][CH:29]=[CH:28][CH:27]=1.C([O-])(O)=O.[Na+].[O-][Cl:39].[Na+]. (6) Given the product [CH3:24][C:23]1[CH:22]=[C:21]([CH3:25])[NH:20][C:19](=[O:26])[C:18]=1[CH2:17][NH:16][C:14]([C:4]1[C:5]2[CH:10]=[N:9][N:8]([CH:11]([CH3:13])[CH3:12])[C:6]=2[N:7]=[C:2]([CH:27]=[CH2:28])[CH:3]=1)=[O:15], predict the reactants needed to synthesize it. The reactants are: Br[C:2]1[CH:3]=[C:4]([C:14]([NH:16][CH2:17][C:18]2[C:19](=[O:26])[NH:20][C:21]([CH3:25])=[CH:22][C:23]=2[CH3:24])=[O:15])[C:5]2[CH:10]=[N:9][N:8]([CH:11]([CH3:13])[CH3:12])[C:6]=2[N:7]=1.[CH3:27][C:28]1(C)C(C)(C)OB(C=C)O1.C([O-])([O-])=O.[Na+].[Na+].CO.C(Cl)Cl. (7) Given the product [Br:59][C:60]1[CH:61]=[C:62]([CH2:67][NH:68][C:26]([C:25]2[CH:29]=[C:30]([CH3:32])[CH:31]=[C:23]([C:21]([NH:20][CH2:19][C:10]3[C:11]([NH:12][CH:13]4[CH2:14][CH2:15][O:16][CH2:17][CH2:18]4)=[C:6]4[CH:5]=[N:4][N:3]([CH2:1][CH3:2])[C:7]4=[N:8][C:9]=3[CH2:33][CH3:34])=[O:22])[CH:24]=2)=[O:27])[CH:63]=[CH:64][C:65]=1[CH3:66], predict the reactants needed to synthesize it. The reactants are: [CH2:1]([N:3]1[C:7]2=[N:8][C:9]([CH2:33][CH3:34])=[C:10]([CH2:19][NH:20][C:21]([C:23]3[CH:24]=[C:25]([CH:29]=[C:30]([CH3:32])[CH:31]=3)[C:26](O)=[O:27])=[O:22])[C:11]([NH:12][CH:13]3[CH2:18][CH2:17][O:16][CH2:15][CH2:14]3)=[C:6]2[CH:5]=[N:4]1)[CH3:2].CN(C(ON1N=NC2C=CC=CC1=2)=[N+](C)C)C.F[P-](F)(F)(F)(F)F.[Br:59][C:60]1[CH:61]=[C:62]([CH2:67][NH2:68])[CH:63]=[CH:64][C:65]=1[CH3:66].